From a dataset of Reaction yield outcomes from USPTO patents with 853,638 reactions. Predict the reaction yield, written as a fraction of the theoretical maximum amount of product (1.0 means a 100% yield; for example, 0.34 means a 34% yield). (1) The reactants are [Cl:1][C:2]1[CH:7]=[CH:6][C:5]([O:8][C:9]2[CH:14]=[CH:13][C:12]([CH2:15][CH2:16][O:17][C:18]3[NH:19][CH:20]=[C:21]([CH2:25][C:26]4[CH:27]=[N:28][C:29]([O:32][CH3:33])=[N:30][CH:31]=4)[C:22](=[O:24])[N:23]=3)=[CH:11][CH:10]=2)=[CH:4][C:3]=1[C:34]([F:37])([F:36])[F:35].[CH3:38]CN(C(C)C)C(C)C.CI. The catalyst is C(Cl)Cl. The product is [Cl:1][C:2]1[CH:7]=[CH:6][C:5]([O:8][C:9]2[CH:10]=[CH:11][C:12]([CH2:15][CH2:16][O:17][C:18]3[N:19]([CH3:38])[CH:20]=[C:21]([CH2:25][C:26]4[CH:31]=[N:30][C:29]([O:32][CH3:33])=[N:28][CH:27]=4)[C:22](=[O:24])[N:23]=3)=[CH:13][CH:14]=2)=[CH:4][C:3]=1[C:34]([F:37])([F:35])[F:36]. The yield is 0.285. (2) The reactants are CS(O[CH2:6][CH:7]1[CH2:12][CH2:11][N:10]([C:13]([O:15][C:16]([CH3:19])([CH3:18])[CH3:17])=[O:14])[CH2:9][CH2:8]1)(=O)=O.O.[C-:21]#[N:22].[Na+]. The catalyst is C(O)C. The product is [C:21]([CH2:6][CH:7]1[CH2:12][CH2:11][N:10]([C:13]([O:15][C:16]([CH3:19])([CH3:18])[CH3:17])=[O:14])[CH2:9][CH2:8]1)#[N:22]. The yield is 0.770. (3) The reactants are Br[C:2]1[CH:3]=[CH:4][C:5]([F:8])=[N:6][CH:7]=1.[O:9]1[CH2:14][CH2:13][CH2:12][CH2:11][CH:10]1[O:15][CH2:16][CH2:17][N:18]1[CH:22]=[C:21](B2OC(C)(C)C(C)(C)O2)[CH:20]=[N:19]1.C([O-])([O-])=O.[Na+].[Na+]. The catalyst is O1CCOCC1.C1C=CC([P]([Pd]([P](C2C=CC=CC=2)(C2C=CC=CC=2)C2C=CC=CC=2)([P](C2C=CC=CC=2)(C2C=CC=CC=2)C2C=CC=CC=2)[P](C2C=CC=CC=2)(C2C=CC=CC=2)C2C=CC=CC=2)(C2C=CC=CC=2)C2C=CC=CC=2)=CC=1. The product is [F:8][C:5]1[CH:4]=[CH:3][C:2]([C:21]2[CH:20]=[N:19][N:18]([CH2:17][CH2:16][O:15][CH:10]3[CH2:11][CH2:12][CH2:13][CH2:14][O:9]3)[CH:22]=2)=[CH:7][N:6]=1. The yield is 0.636. (4) The reactants are [NH:1]1[CH:5]=[CH:4][C:3]([C:6]([O:8][CH3:9])=[O:7])=[CH:2]1.[H-].[Na+].[C:12]([C:16]1[N:20]([CH2:21][CH:22]2[CH2:27][CH2:26][O:25][CH2:24][CH2:23]2)[C:19]2[CH:28]=[CH:29][C:30]([S:32](Cl)(=[O:34])=[O:33])=[CH:31][C:18]=2[N:17]=1)([CH3:15])([CH3:14])[CH3:13]. The catalyst is C1COCC1. The product is [C:12]([C:16]1[N:20]([CH2:21][CH:22]2[CH2:23][CH2:24][O:25][CH2:26][CH2:27]2)[C:19]2[CH:28]=[CH:29][C:30]([S:32]([N:1]3[CH:5]=[CH:4][C:3]([C:6]([O:8][CH3:9])=[O:7])=[CH:2]3)(=[O:33])=[O:34])=[CH:31][C:18]=2[N:17]=1)([CH3:15])([CH3:13])[CH3:14]. The yield is 0.270. (5) The catalyst is C1COCC1. The reactants are C(NC(C)C)(C)C.[Li]CCCC.[Br:13][C:14]1[CH:19]=[C:18]([CH3:20])[CH:17]=[CH:16][C:15]=1[F:21].[C:22](=[O:24])=[O:23]. The product is [Br:13][C:14]1[C:15]([F:21])=[C:16]([CH:17]=[C:18]([CH3:20])[CH:19]=1)[C:22]([OH:24])=[O:23]. The yield is 0.850. (6) The reactants are [Si:1]([O:8][C@H:9]1[C@@H:13]([O:14][Si:15]([C:18]([CH3:21])([CH3:20])[CH3:19])([CH3:17])[CH3:16])[C@H:12]([N:22]2[CH:27]=[CH:26][C:25](=[O:28])[N:24]([CH2:29][C:30]3[CH:35]=[CH:34][C:33]([O:36][CH3:37])=[CH:32][CH:31]=3)[C:23]2=[O:38])[O:11][CH:10]1[C@H:39]([OH:71])[C@@H:40]([C:64]([O:66][C:67]([CH3:70])([CH3:69])[CH3:68])=[O:65])[NH:41][CH2:42][CH2:43][CH2:44][NH:45][C:46](=[O:63])[C@H:47]([CH2:59][CH:60]([CH3:62])[CH3:61])[NH:48]C(=O)OCC1C=CC=CC=1)([C:4]([CH3:7])([CH3:6])[CH3:5])([CH3:3])[CH3:2]. The catalyst is CO.[Pd]. The product is [NH2:48][C@@H:47]([CH2:59][CH:60]([CH3:62])[CH3:61])[C:46]([NH:45][CH2:44][CH2:43][CH2:42][NH:41][C@@H:40]([C@H:39]([CH:10]1[C@@H:9]([O:8][Si:1]([C:4]([CH3:5])([CH3:6])[CH3:7])([CH3:3])[CH3:2])[C@@H:13]([O:14][Si:15]([C:18]([CH3:19])([CH3:20])[CH3:21])([CH3:16])[CH3:17])[C@H:12]([N:22]2[CH:27]=[CH:26][C:25](=[O:28])[N:24]([CH2:29][C:30]3[CH:31]=[CH:32][C:33]([O:36][CH3:37])=[CH:34][CH:35]=3)[C:23]2=[O:38])[O:11]1)[OH:71])[C:64]([O:66][C:67]([CH3:69])([CH3:70])[CH3:68])=[O:65])=[O:63]. The yield is 0.920. (7) The reactants are [C:1]([O:5][C:6]([N:8]1[CH2:13][CH2:12][CH2:11][C@@H:10]([C:14]([OH:16])=O)[CH2:9]1)=[O:7])([CH3:4])([CH3:3])[CH3:2].Cl.[CH3:18][NH:19][O:20][CH3:21].CCN=C=NCCCN(C)C.Cl.C(N(C(C)C)CC)(C)C. The catalyst is CCOC(C)=O. The product is [CH3:21][O:20][N:19]([CH3:18])[C:14]([C@@H:10]1[CH2:11][CH2:12][CH2:13][N:8]([C:6]([O:5][C:1]([CH3:2])([CH3:3])[CH3:4])=[O:7])[CH2:9]1)=[O:16]. The yield is 0.820. (8) The reactants are [C:1]1([S:7]([N:10]2[C:18]3[C:13](=[C:14]([O:21][CH3:22])[C:15]([O:19][CH3:20])=[CH:16][CH:17]=3)[CH:12]=[C:11]2I)(=[O:9])=[O:8])[CH:6]=[CH:5][CH:4]=[CH:3][CH:2]=1.C([Sn]([C:37]1[CH2:41][CH2:40][CH2:39][CH:38]=1)(CCCC)CCCC)CCC. The catalyst is CN(C=O)C.Cl[Pd](Cl)([P](C1C=CC=CC=1)(C1C=CC=CC=1)C1C=CC=CC=1)[P](C1C=CC=CC=1)(C1C=CC=CC=1)C1C=CC=CC=1. The product is [C:1]1([S:7]([N:10]2[C:18]3[C:13](=[C:14]([O:21][CH3:22])[C:15]([O:19][CH3:20])=[CH:16][CH:17]=3)[CH:12]=[C:11]2[C:37]2[CH2:41][CH2:40][CH2:39][CH:38]=2)(=[O:9])=[O:8])[CH:6]=[CH:5][CH:4]=[CH:3][CH:2]=1. The yield is 0.650. (9) The reactants are [CH2:1]([N:8]1[C:13](=[O:14])[C:12]2[C:15]([CH3:18])=[N:16][S:17][C:11]=2[N:10]=[C:9]1[CH2:19][CH:20]([CH3:22])[CH3:21])[C:2]1[CH:7]=[CH:6][CH:5]=[CH:4][CH:3]=1.C([O-])(=O)C.[Na+].[Br:28]Br.CCOC(C)=O. The catalyst is C(O)(=O)C. The product is [CH2:1]([N:8]1[C:13](=[O:14])[C:12]2[C:15]([CH3:18])=[N:16][S:17][C:11]=2[N:10]=[C:9]1[CH:19]([Br:28])[CH:20]([CH3:22])[CH3:21])[C:2]1[CH:3]=[CH:4][CH:5]=[CH:6][CH:7]=1. The yield is 0.990.